Dataset: Full USPTO retrosynthesis dataset with 1.9M reactions from patents (1976-2016). Task: Predict the reactants needed to synthesize the given product. (1) Given the product [C:1]1([C:7]2[S:11][C:10]([C:12]([OH:14])=[O:13])=[CH:9][CH:8]=2)[CH:2]=[CH:3][CH:4]=[CH:5][CH:6]=1, predict the reactants needed to synthesize it. The reactants are: [C:1]1([C:7]2[S:11][C:10]([CH:12]=[O:13])=[CH:9][CH:8]=2)[CH:6]=[CH:5][CH:4]=[CH:3][CH:2]=1.[OH:14]P([O-])(O)=O.[K+].[OH-].[Na+]. (2) The reactants are: [CH3:1][C:2]1[C:7]([CH3:8])=[CH:6][C:5]([NH2:9])=[C:4]([N+:10]([O-:12])=[O:11])[CH:3]=1.[H-].[Na+].N[CH2:16][CH2:17][CH2:18][CH2:19][CH2:20][CH2:21][C:22]([OH:24])=[O:23].O. Given the product [CH3:1][C:2]1[C:7]([CH3:8])=[CH:6][C:5]([NH:9][CH2:16][CH2:17][CH2:18][CH2:19][CH2:20][CH2:21][C:22]([OH:24])=[O:23])=[C:4]([N+:10]([O-:12])=[O:11])[CH:3]=1, predict the reactants needed to synthesize it. (3) The reactants are: [Cl:1][C:2]1[NH:3][C:4]([NH:11][CH2:12][C:13]2[N:14]=[CH:15][S:16][CH:17]=2)=[C:5]([F:10])[C:6](=[N:8][NH2:9])[N:7]=1.[CH:18]1([CH2:23][C@H:24]([CH2:28][N:29]([CH:37]=[O:38])[O:30][CH:31]2[CH2:36][CH2:35][CH2:34][CH2:33][O:32]2)[C:25](O)=[O:26])[CH2:22][CH2:21][CH2:20][CH2:19]1.CN1CCOCC1.C1C=NC2N(O)N=NC=2C=1.C(Cl)CCl. Given the product [Cl:1][C:2]1[N:7]=[C:6]([NH:8][NH:9][C:25](=[O:26])[C@H:24]([CH2:23][CH:18]2[CH2:19][CH2:20][CH2:21][CH2:22]2)[CH2:28][N:29]([O:30][CH:31]2[CH2:36][CH2:35][CH2:34][CH2:33][O:32]2)[CH:37]=[O:38])[C:5]([F:10])=[C:4]([NH:11][CH2:12][C:13]2[N:14]=[CH:15][S:16][CH:17]=2)[N:3]=1, predict the reactants needed to synthesize it. (4) The reactants are: [Na].[C:2]([C:10]([O:16][CH2:17][CH2:18][O:19][C:20]1C=CC=[CH:22][CH:21]=1)(S([O-])(=O)=O)C)(CC(C)(C)C)(C)[CH3:3].[Na+].S1(=[O:36])C2C=CC=CC=2C=N1.FF.[K]. Given the product [C:20]([OH:36])(=[O:19])[CH:21]=[CH2:22].[C:10]([O:16][CH2:17][CH3:18])(=[O:36])[CH:2]=[CH2:3], predict the reactants needed to synthesize it. (5) Given the product [F:12][C:3]1[CH:4]=[C:5]([CH:10]=[CH:11][C:2]=1[N:15]1[C@H:14]([CH3:13])[CH2:18][O:17][C:16]1=[O:19])[C:6]([O:8][CH3:9])=[O:7], predict the reactants needed to synthesize it. The reactants are: Br[C:2]1[CH:11]=[CH:10][C:5]([C:6]([O:8][CH3:9])=[O:7])=[CH:4][C:3]=1[F:12].[CH3:13][C@@H:14]1[CH2:18][O:17][C:16](=[O:19])[NH:15]1. (6) Given the product [C:1]([O:5][C:6](=[O:7])[NH:8][C@@H:9]([C:10](=[O:11])[N:20]([CH3:21])[CH3:17])[CH3:13])([CH3:4])([CH3:3])[CH3:2], predict the reactants needed to synthesize it. The reactants are: [C:1]([O:5][C:6]([NH:8][C@H:9]([CH3:13])[C:10](O)=[O:11])=[O:7])([CH3:4])([CH3:3])[CH3:2].C1CC[CH:17]([N:20]=[C:21]=NC2CCCCC2)CC1.CNC. (7) Given the product [F:25][C:26]1[CH:31]=[CH:30][C:29]([NH:32][C:33]([N:15]2[CH2:16][CH2:17][N:12]([C:10]3[S:9][N:8]=[C:7]([C:1]4[CH:2]=[CH:3][CH:4]=[CH:5][CH:6]=4)[N:11]=3)[CH2:13][CH2:14]2)=[O:34])=[CH:28][CH:27]=1, predict the reactants needed to synthesize it. The reactants are: [C:1]1([C:7]2[N:11]=[C:10]([N:12]3[CH2:17][CH2:16][NH:15][CH2:14][CH2:13]3)[S:9][N:8]=2)[CH:6]=[CH:5][CH:4]=[CH:3][CH:2]=1.C(N(CC)CC)C.[F:25][C:26]1[CH:31]=[CH:30][C:29]([N:32]=[C:33]=[O:34])=[CH:28][CH:27]=1.